This data is from Full USPTO retrosynthesis dataset with 1.9M reactions from patents (1976-2016). The task is: Predict the reactants needed to synthesize the given product. (1) Given the product [C:27]([O:31][C:32]([N:34]1[CH2:38][CH2:37][CH:36]([CH2:39][NH:40][C:24]([C:21]2[C:17]3[N:18]=[CH:19][N:20]=[C:15]([C:7]4[C:8]5[O:12][CH2:11][O:10][C:9]=5[CH:13]=[CH:14][C:6]=4[O:5][CH2:4][CH:1]4[CH2:3][CH2:2]4)[C:16]=3[NH:23][CH:22]=2)=[O:26])[CH2:35]1)=[O:33])([CH3:30])([CH3:29])[CH3:28], predict the reactants needed to synthesize it. The reactants are: [CH:1]1([CH2:4][O:5][C:6]2[CH:14]=[CH:13][C:9]3[O:10][CH2:11][O:12][C:8]=3[C:7]=2[C:15]2[C:16]3[NH:23][CH:22]=[C:21]([C:24]([OH:26])=O)[C:17]=3[N:18]=[CH:19][N:20]=2)[CH2:3][CH2:2]1.[C:27]([O:31][C:32]([N:34]1[CH2:38][CH2:37][CH:36]([CH2:39][NH2:40])[CH2:35]1)=[O:33])([CH3:30])([CH3:29])[CH3:28]. (2) Given the product [Cl:18][CH2:13][C:12]1[C:8]([C:5]2[CH:6]=[CH:7][C:2]([Cl:1])=[CH:3][CH:4]=2)=[N:9][O:10][C:11]=1[CH3:15], predict the reactants needed to synthesize it. The reactants are: [Cl:1][C:2]1[CH:7]=[CH:6][C:5]([C:8]2[C:12]([CH2:13]O)=[C:11]([CH3:15])[O:10][N:9]=2)=[CH:4][CH:3]=1.S(Cl)([Cl:18])=O.